From a dataset of Full USPTO retrosynthesis dataset with 1.9M reactions from patents (1976-2016). Predict the reactants needed to synthesize the given product. (1) Given the product [NH2:45][C:26]1[C:25]2[N:30]=[C:31]3[CH2:36][N:35]([C:37]([O:39][C:40]([CH3:43])([CH3:42])[CH3:41])=[O:38])[CH2:34][CH2:33][N:32]3[C:24]=2[C:23]2[C:28](=[CH:29][C:20]([O:19][CH2:12][C:13]3[CH:18]=[CH:17][CH:16]=[CH:15][CH:14]=3)=[CH:21][CH:22]=2)[N:27]=1, predict the reactants needed to synthesize it. The reactants are: C1C=C(Cl)C=C(C(OO)=O)C=1.[CH2:12]([O:19][C:20]1[CH:29]=[C:28]2[C:23]([C:24]3[N:32]4[CH2:33][CH2:34][N:35]([C:37]([O:39][C:40]([CH3:43])([CH3:42])[CH3:41])=[O:38])[CH2:36][C:31]4=[N:30][C:25]=3[CH:26]=[N:27]2)=[CH:22][CH:21]=1)[C:13]1[CH:18]=[CH:17][CH:16]=[CH:15][CH:14]=1.[OH-].[NH4+:45].[Cl-]. (2) The reactants are: [CH:1]1([CH2:7][N:8]2[CH:16]=[C:15]3[C:10]([CH:11]=[C:12]([C:17]4[CH:18]=[C:19]([CH:27]5[CH2:32][CH2:31][NH:30][CH2:29][CH2:28]5)[N:20]5[C:25]=4[C:24]([NH2:26])=[N:23][CH:22]=[N:21]5)[CH:13]=[CH:14]3)=[N:9]2)[CH2:6][CH2:5][CH2:4][CH2:3][CH2:2]1.ClC[C:35]([N:37]([CH3:39])[CH3:38])=[O:36]. Given the product [NH2:26][C:24]1[C:25]2=[C:17]([C:12]3[CH:13]=[CH:14][C:15]4[C:10]([CH:11]=3)=[N:9][N:8]([CH2:7][CH:1]3[CH2:2][CH2:3][CH2:4][CH2:5][CH2:6]3)[CH:16]=4)[CH:18]=[C:19]([CH:27]3[CH2:28][CH2:29][N:30]([C:35]([N:37]([CH3:39])[CH3:38])=[O:36])[CH2:31][CH2:32]3)[N:20]2[N:21]=[CH:22][N:23]=1, predict the reactants needed to synthesize it. (3) The reactants are: CC1(C)[O:6][CH:5]([CH2:7]O)[CH2:4][O:3]1.[C:10]([OH:27])(=[O:26])[CH2:11][CH2:12][CH2:13][CH2:14][CH2:15][CH2:16][CH2:17][CH2:18][CH2:19][CH2:20][CH2:21][CH2:22][CH2:23][CH2:24][CH3:25]. Given the product [C:10]([O:27][CH2:7][CH:5]([CH2:4][OH:3])[OH:6])(=[O:26])[CH2:11][CH2:12][CH2:13][CH2:14][CH2:15][CH2:16][CH2:17][CH2:18][CH2:19][CH2:20][CH2:21][CH2:22][CH2:23][CH2:24][CH3:25], predict the reactants needed to synthesize it. (4) Given the product [CH3:1][N:2]1[CH:6]=[C:5]([C:7]2[CH:8]=[C:9]3[C:15]([C:16]4[CH:17]=[N:18][CH:19]=[C:20]([N:22]5[CH2:27][CH2:26][NH:25][CH2:24][CH2:23]5)[N:21]=4)=[CH:14][NH:13][C:10]3=[N:11][CH:12]=2)[CH:4]=[N:3]1, predict the reactants needed to synthesize it. The reactants are: [CH3:1][N:2]1[CH:6]=[C:5]([C:7]2[CH:8]=[C:9]3[C:15]([C:16]4[N:21]=[C:20]([N:22]5[CH2:27][CH2:26][N:25](C(OC(C)(C)C)=O)[CH2:24][CH2:23]5)[CH:19]=[N:18][CH:17]=4)=[CH:14][NH:13][C:10]3=[N:11][CH:12]=2)[CH:4]=[N:3]1.Cl.